Dataset: Catalyst prediction with 721,799 reactions and 888 catalyst types from USPTO. Task: Predict which catalyst facilitates the given reaction. Reactant: [C:1]([C:3]1[CH:4]=[C:5]([CH:33]=[CH:34][CH:35]=1)[C:6]([NH:8][C:9]1[C:10]([CH3:32])=[C:11]2[C:17]([CH:18]3[CH2:23][CH2:22][N:21](C(OC(C)(C)C)=O)[CH2:20][CH2:19]3)=[CH:16][N:15]([CH3:31])[C:12]2=[N:13][CH:14]=1)=[O:7])#[N:2].FC(F)(F)C(O)=O. Product: [C:1]([C:3]1[CH:4]=[C:5]([CH:33]=[CH:34][CH:35]=1)[C:6]([NH:8][C:9]1[C:10]([CH3:32])=[C:11]2[C:17]([CH:18]3[CH2:19][CH2:20][NH:21][CH2:22][CH2:23]3)=[CH:16][N:15]([CH3:31])[C:12]2=[N:13][CH:14]=1)=[O:7])#[N:2]. The catalyst class is: 4.